Dataset: Reaction yield outcomes from USPTO patents with 853,638 reactions. Task: Predict the reaction yield, written as a fraction of the theoretical maximum amount of product (1.0 means a 100% yield; for example, 0.34 means a 34% yield). (1) The reactants are [CH3:1][C:2]1[O:6][C:5]([CH:7]([NH2:13])[C:8]2([CH3:12])[CH2:11][O:10][CH2:9]2)=[CH:4][CH:3]=1.C([O:16][C:17]1[C:18](=[O:33])[C:19](=O)[C:20]=1[NH:21][C:22]1[C:30]2[NH:29][C:28](=[O:31])[NH:27][C:26]=2[CH:25]=[CH:24][CH:23]=1)C. No catalyst specified. The product is [CH3:1][C:2]1[O:6][C:5]([CH:7]([NH:13][C:19]2[C:18](=[O:33])[C:17](=[O:16])[C:20]=2[NH:21][C:22]2[C:30]3[NH:29][C:28](=[O:31])[NH:27][C:26]=3[CH:25]=[CH:24][CH:23]=2)[C:8]2([CH3:12])[CH2:9][O:10][CH2:11]2)=[CH:4][CH:3]=1. The yield is 0.180. (2) The yield is 0.230. The product is [N:1]1[N:5]2[C:6]3[CH2:13][CH2:12][N:11]([C:14]4[CH:15]=[C:16]([CH:20]=[CH:21][CH:22]=4)[C:17]([NH:41][C:40]4[CH:42]=[CH:43][CH:44]=[C:38]([C:37]([F:36])([F:45])[F:46])[CH:39]=4)=[O:18])[CH2:10][C:7]=3[CH:8]=[N:9][C:4]2=[CH:3][CH:2]=1. The reactants are [N:1]1[N:5]2[C:6]3[CH2:13][CH2:12][N:11]([C:14]4[CH:15]=[C:16]([CH:20]=[CH:21][CH:22]=4)[C:17](O)=[O:18])[CH2:10][C:7]=3[CH:8]=[N:9][C:4]2=[CH:3][CH:2]=1.C(N(CC)CC)C.CCCP(=O)=O.[F:36][C:37]([F:46])([F:45])[C:38]1[CH:39]=[C:40]([CH:42]=[CH:43][CH:44]=1)[NH2:41]. The catalyst is CN(C1C=CN=CC=1)C.ClCCCl. (3) The reactants are C[O:2][C:3]([C:5]1[CH2:14][CH2:13][C:12]2[C:7](=[CH:8][C:9](CC(C)(C)C)=[CH:10][CH:11]=2)[C:6]=1[OH:20])=O.[H-].[Al+3].[Li+].[H-].[H-].[H-]. The catalyst is O1CCCC1. The product is [OH:2][CH2:3][CH:5]1[CH2:14][CH2:13][C:12]2[C:7](=[CH:8][CH:9]=[CH:10][CH:11]=2)[C:6]1=[O:20]. The yield is 0.700. (4) The reactants are [Cl:1][C:2]1[C:15]2[C:14](=[O:16])[C:13]3[C:8](=[CH:9][CH:10]=[CH:11][CH:12]=3)[S:7][C:6]=2[C:5]([O:17][CH2:18][CH2:19][CH2:20]I)=[CH:4][CH:3]=1.[NH:22]([CH2:26][CH2:27][OH:28])[CH2:23][CH2:24][OH:25]. The catalyst is C(#N)C. The product is [OH:25][CH2:24][CH2:23][N:22]([CH2:26][CH2:27][OH:28])[CH2:20][CH2:19][CH2:18][O:17][C:5]1[C:6]2[S:7][C:8]3[C:13](=[CH:12][CH:11]=[CH:10][CH:9]=3)[C:14](=[O:16])[C:15]=2[C:2]([Cl:1])=[CH:3][CH:4]=1. The yield is 0.560. (5) The product is [Br:22][C:23]1[CH:28]=[CH:27][N:26]2[C:29]([C:32]([NH:20][C:15]3[CH:16]=[CH:17][CH:18]=[C:19]4[C:14]=3[C:13]([CH3:21])=[N:12][N:11]4[CH2:10][C:8]3[CH:7]=[CH:6][CH:5]=[C:4]([CH3:1])[N:9]=3)=[O:33])=[CH:30][N:31]=[C:25]2[CH:24]=1. No catalyst specified. The reactants are [CH:1]([C:4]1[N:9]=[C:8]([CH2:10][N:11]2[C:19]3[CH:18]=[CH:17][CH:16]=[C:15]([NH2:20])[C:14]=3[C:13]([CH3:21])=[N:12]2)[CH:7]=[CH:6][CH:5]=1)(C)C.[Br:22][C:23]1[CH:28]=[CH:27][N:26]2[C:29]([C:32](OC)=[O:33])=[CH:30][N:31]=[C:25]2[CH:24]=1.FC1C=CN2C(C(OCC)=O)=CN=C2C=1. The yield is 0.620.